Dataset: Full USPTO retrosynthesis dataset with 1.9M reactions from patents (1976-2016). Task: Predict the reactants needed to synthesize the given product. Given the product [O:5]([C:12]1[CH:19]=[CH:18][CH:17]=[CH:16][C:13]=1[CH2:14][Br:2])[C:6]1[CH:11]=[CH:10][CH:9]=[CH:8][CH:7]=1, predict the reactants needed to synthesize it. The reactants are: P(Br)(Br)[Br:2].[O:5]([C:12]1[CH:19]=[CH:18][CH:17]=[CH:16][C:13]=1[CH2:14]O)[C:6]1[CH:11]=[CH:10][CH:9]=[CH:8][CH:7]=1.O.